From a dataset of Peptide-MHC class I binding affinity with 185,985 pairs from IEDB/IMGT. Regression. Given a peptide amino acid sequence and an MHC pseudo amino acid sequence, predict their binding affinity value. This is MHC class I binding data. (1) The peptide sequence is GPPCSQRSKF. The MHC is Mamu-A01 with pseudo-sequence Mamu-A01. The binding affinity (normalized) is 0.490. (2) The peptide sequence is EVIEQWHSL. The MHC is HLA-B58:01 with pseudo-sequence HLA-B58:01. The binding affinity (normalized) is 0.0847. (3) The peptide sequence is YTNYPFLFF. The MHC is HLA-B51:01 with pseudo-sequence HLA-B51:01. The binding affinity (normalized) is 0.0847. (4) The peptide sequence is FLGKIWPSHK. The MHC is HLA-B15:03 with pseudo-sequence HLA-B15:03. The binding affinity (normalized) is 0.0677. (5) The peptide sequence is GYTPGQQFY. The MHC is HLA-B15:01 with pseudo-sequence HLA-B15:01. The binding affinity (normalized) is 0.0847. (6) The MHC is HLA-A30:01 with pseudo-sequence HLA-A30:01. The binding affinity (normalized) is 0.213. The peptide sequence is LTQAAGQAF. (7) The peptide sequence is IVTDFSVIK. The MHC is HLA-B44:02 with pseudo-sequence HLA-B44:02. The binding affinity (normalized) is 0.0843.